Dataset: Catalyst prediction with 721,799 reactions and 888 catalyst types from USPTO. Task: Predict which catalyst facilitates the given reaction. (1) Reactant: [N:1]12[CH2:8][CH2:7][CH:4]([CH2:5][CH2:6]1)[C@@H:3]([O:9][C:10]([C:12]1([C:19]3[CH:24]=[CH:23][CH:22]=[CH:21][CH:20]=3)[CH2:18][CH2:17][CH2:16][CH2:15][CH2:14][CH2:13]1)=[O:11])[CH2:2]2.Br[CH2:26][CH2:27][C:28]1[CH:29]=[CH:30][C:31]2[O:35][CH2:34][CH2:33][C:32]=2[CH:36]=1. Product: [CH:10]([O-:11])=[O:9].[O:35]1[C:31]2[CH:30]=[CH:29][C:28]([CH2:27][CH2:26][N+:1]34[CH2:8][CH2:7][CH:4]([CH2:5][CH2:6]3)[C@@H:3]([O:9][C:10]([C:12]3([C:19]5[CH:20]=[CH:21][CH:22]=[CH:23][CH:24]=5)[CH2:18][CH2:17][CH2:16][CH2:15][CH2:14][CH2:13]3)=[O:11])[CH2:2]4)=[CH:36][C:32]=2[CH2:33][CH2:34]1. The catalyst class is: 10. (2) Reactant: [CH3:1][C:2]1[C:10]2[C:9]([CH2:11][N:12]3[C:16]4[CH:17]=[CH:18][CH:19]=[CH:20][C:15]=4[NH:14][C:13]3=[O:21])=[CH:8][S:7][C:6]=2[CH:5]=[CH:4][CH:3]=1.[C:22](#[N:25])[CH:23]=[CH2:24].[OH-].C([N+](C)(C)C)C1C=CC=CC=1.CO.[NH4+].[Cl-]. Product: [CH3:1][C:2]1[C:10]2[C:9]([CH2:11][N:12]3[C:16]4[CH:17]=[CH:18][CH:19]=[CH:20][C:15]=4[N:14]([CH2:24][CH2:23][C:22]#[N:25])[C:13]3=[O:21])=[CH:8][S:7][C:6]=2[CH:5]=[CH:4][CH:3]=1. The catalyst class is: 18.